Dataset: Reaction yield outcomes from USPTO patents with 853,638 reactions. Task: Predict the reaction yield, written as a fraction of the theoretical maximum amount of product (1.0 means a 100% yield; for example, 0.34 means a 34% yield). (1) The reactants are [F:1][C:2]1[CH:9]=[CH:8][C:5]([CH:6]=O)=[CH:4][CH:3]=1.Cl.C(=O)(O)O.[NH2:15][NH:16][C:17]([NH2:19])=[NH:18].C(=O)=O.[OH-].[K+]. No catalyst specified. The product is [F:1][C:2]1[CH:9]=[CH:8][C:5](/[CH:6]=[N:15]/[NH:16][C:17](=[NH:18])[NH2:19])=[CH:4][CH:3]=1. The yield is 0.910. (2) The reactants are [Cl:1][C:2]1[CH:9]=[CH:8][C:5]([CH:6]=O)=[CH:4][C:3]=1[F:10].[C:11]([NH2:17])(=[O:16])[CH2:12][C:13]([CH3:15])=[O:14]. The catalyst is C(O)(C)C.CC(O)=O.N1CCCCC1. The product is [Cl:1][C:2]1[CH:9]=[CH:8][C:5]([CH:6]=[C:12]([C:13](=[O:14])[CH3:15])[C:11]([NH2:17])=[O:16])=[CH:4][C:3]=1[F:10]. The yield is 0.676. (3) The reactants are [C:1]([O:9][C:10]1[CH:15]=[CH:14][C:13]([OH:16])=[CH:12][CH:11]=1)(=[O:8])[C:2]1[CH:7]=[CH:6][CH:5]=[CH:4][CH:3]=1.Br[C:18]1[CH:19]=[C:20]([CH:24]=[O:25])[CH:21]=[CH:22][CH:23]=1.[C:26](=O)([O-])[O-:27].[K+].[K+]. The catalyst is [Cu]=O.N1C=CC=CC=1. The product is [C:1]([O:9][C:10]1[CH:11]=[CH:12][C:13]([O:16][C:22]2[CH2:21][C:20](=[C:24]=[O:25])[CH:19]=[CH:18][CH:23]=2)=[CH:14][CH:15]=1)(=[O:8])[C:2]1[CH:3]=[CH:4][CH:5]=[CH:6][CH:7]=1.[OH:16][C:13]1[CH:12]=[CH:11][C:10]([O:9][C:1]2[CH:2]=[C:7]([CH:26]=[O:27])[CH:6]=[CH:5][CH:4]=2)=[CH:15][CH:14]=1. The yield is 0.0900. (4) The reactants are C(=O)([O-])[O-].[K+].[K+].[CH2:7]([N:9]=[C:10]=[O:11])[CH3:8].[Cl:12][C:13]1[C:14]([O:20][C:21]2[CH:25]=[C:24]([CH3:26])[NH:23][N:22]=2)=[N:15][CH:16]=[C:17]([Cl:19])[CH:18]=1.Cl. The catalyst is C(OCC)(=O)C. The product is [CH2:7]([NH:9][C:10]([N:23]1[C:24]([CH3:26])=[CH:25][C:21]([O:20][C:14]2[C:13]([Cl:12])=[CH:18][C:17]([Cl:19])=[CH:16][N:15]=2)=[N:22]1)=[O:11])[CH3:8]. The yield is 0.698. (5) The product is [F:1][C:2]1[CH:26]=[CH:25][C:24]([O:27][CH2:32][CH2:31][CH2:30][O:29][CH3:28])=[CH:23][C:3]=1[CH2:4][O:5][C:6]([N:8]1[CH2:13][CH2:12][N:11]([C:14]([O:16][C:17]([CH3:20])([CH3:19])[CH3:18])=[O:15])[CH2:10][C@H:9]1[CH2:21][CH3:22])=[O:7]. No catalyst specified. The reactants are [F:1][C:2]1[CH:26]=[CH:25][C:24]([OH:27])=[CH:23][C:3]=1[CH2:4][O:5][C:6]([N:8]1[CH2:13][CH2:12][N:11]([C:14]([O:16][C:17]([CH3:20])([CH3:19])[CH3:18])=[O:15])[CH2:10][C@H:9]1[CH2:21][CH3:22])=[O:7].[CH3:28][O:29][CH2:30][CH2:31][CH2:32]OS(C1C=CC(C)=CC=1)(=O)=O. The yield is 0.940.